The task is: Predict the product of the given reaction.. This data is from Forward reaction prediction with 1.9M reactions from USPTO patents (1976-2016). (1) Given the reactants [C:1]([O:5][C:6]([N:8]1[CH2:13][CH2:12][CH:11]([CH:14]2[O:32][C:17]3=[CH:18][N:19]=[C:20]([C:22]4[CH:27]=[CH:26][C:25]([C:28]([OH:30])=O)=[CH:24][C:23]=4[F:31])[CH:21]=[C:16]3[CH2:15]2)[CH2:10][CH2:9]1)=[O:7])([CH3:4])([CH3:3])[CH3:2].[CH3:33][NH2:34], predict the reaction product. The product is: [C:1]([O:5][C:6]([N:8]1[CH2:13][CH2:12][CH:11]([CH:14]2[O:32][C:17]3=[CH:18][N:19]=[C:20]([C:22]4[CH:27]=[CH:26][C:25]([C:28](=[O:30])[NH:34][CH3:33])=[CH:24][C:23]=4[F:31])[CH:21]=[C:16]3[CH2:15]2)[CH2:10][CH2:9]1)=[O:7])([CH3:3])([CH3:2])[CH3:4]. (2) Given the reactants [CH3:1][O:2][C:3]([C:5]1[CH:10]=[CH:9][C:8](B(O)O)=[CH:7][CH:6]=1)=[O:4].C(N(CC)CC)C.[Cl:21][C:22]1[N:23]=[C:24]([Cl:31])[C:25]2[CH:30]=[CH:29][NH:28][C:26]=2[N:27]=1.C1COCC1, predict the reaction product. The product is: [Cl:21][C:22]1[N:23]=[C:24]([Cl:31])[C:25]2[CH:30]=[CH:29][N:28]([C:8]3[CH:9]=[CH:10][C:5]([C:3]([O:2][CH3:1])=[O:4])=[CH:6][CH:7]=3)[C:26]=2[N:27]=1. (3) Given the reactants [C:1]([O:5][C:6]([N:8]1[CH2:13][CH2:12][N:11]([C:14]2[S:15][C:16](Br)=[CH:17][N:18]=2)[CH2:10][CH2:9]1)=[O:7])([CH3:4])([CH3:3])[CH3:2].[N:20]1[CH:25]=[CH:24][CH:23]=[C:22]([S:26][S:26][C:22]2[CH:21]=[N:20][CH:25]=[CH:24][CH:23]=2)[CH:21]=1, predict the reaction product. The product is: [C:1]([O:5][C:6]([N:8]1[CH2:13][CH2:12][N:11]([C:14]2[S:15][C:16]([S:26][C:22]3[CH:21]=[N:20][CH:25]=[CH:24][CH:23]=3)=[CH:17][N:18]=2)[CH2:10][CH2:9]1)=[O:7])([CH3:4])([CH3:3])[CH3:2]. (4) Given the reactants [CH2:1]([O:8][CH2:9][C:10]([NH:12][C@H:13]1[C@@H:19]([OH:20])[C@H:18]([OH:21])[C@@H:17]([CH2:22][OH:23])[O:16][CH:14]1[OH:15])=[O:11])[C:2]1[CH:7]=[CH:6][CH:5]=[CH:4][CH:3]=1.C(O[C:28](=[O:30])[CH3:29])(=O)C, predict the reaction product. The product is: [C:1]([O:15][CH:14]1[O:16][C@H:17]([CH2:22][O:23][C:28](=[O:30])[CH3:29])[C@@H:18]([O:21][C:14](=[O:15])[CH3:13])[C@H:19]([O:20][C:10](=[O:11])[CH3:9])[C@@H:13]1[NH:12][C:10](=[O:11])[CH2:9][O:8][CH2:1][C:2]1[CH:7]=[CH:6][CH:5]=[CH:4][CH:3]=1)(=[O:8])[CH3:2]. (5) Given the reactants [OH:1][C:2]1[CH:7]=[C:6]([CH3:8])[CH:5]=[CH:4][C:3]=1[C:9]([C:11]1[CH:15]=[C:14]([CH3:16])[O:13][N:12]=1)=O.C[O:18][C:19](=O)[CH:20]=P(C1C=CC=CC=1)(C1C=CC=CC=1)C1C=CC=CC=1, predict the reaction product. The product is: [CH3:8][C:6]1[CH:7]=[C:2]2[C:3]([C:9]([C:11]3[CH:15]=[C:14]([CH3:16])[O:13][N:12]=3)=[CH:20][C:19](=[O:18])[O:1]2)=[CH:4][CH:5]=1. (6) Given the reactants [F:1][C:2]1[CH:3]=[C:4]([C:8](=O)[CH2:9][CH2:10][CH2:11][CH2:12][N:13]2[CH2:18][CH2:17][CH:16]([C:19]3[CH:20]=[C:21]([NH:25][C:26](=[O:30])[CH:27]([CH3:29])[CH3:28])[CH:22]=[CH:23][CH:24]=3)[CH2:15][CH2:14]2)[CH:5]=[CH:6][CH:7]=1.Cl.[CH3:33][O:34][C:35]1[CH:40]=[CH:39][C:38]([NH:41]N)=[CH:37][CH:36]=1, predict the reaction product. The product is: [F:1][C:2]1[CH:3]=[C:4]([C:8]2[NH:41][C:38]3[C:39]([C:9]=2[CH2:10][CH2:11][CH2:12][N:13]2[CH2:18][CH2:17][CH:16]([C:19]4[CH:20]=[C:21]([NH:25][C:26](=[O:30])[CH:27]([CH3:28])[CH3:29])[CH:22]=[CH:23][CH:24]=4)[CH2:15][CH2:14]2)=[CH:40][C:35]([O:34][CH3:33])=[CH:36][CH:37]=3)[CH:5]=[CH:6][CH:7]=1. (7) Given the reactants [H-].[Al+3].[Li+].[H-].[H-].[H-].[CH:7]1([C@@:10]23[C@@:21]([CH2:23][CH2:24][C:25]4[CH:33]=[CH:32][CH:31]=[CH:30][C:26]=4[C:27](O)=[O:28])([OH:22])[CH2:20][CH2:19][C:18]2=[CH:17][C:16]2[N:15]([C:34]4[CH:39]=[CH:38][C:37]([F:40])=[CH:36][CH:35]=4)[N:14]=[CH:13][C:12]=2[CH2:11]3)[CH2:9][CH2:8]1, predict the reaction product. The product is: [CH:7]1([C@@:10]23[C@@:21]([CH2:23][CH2:24][C:25]4[CH:33]=[CH:32][CH:31]=[CH:30][C:26]=4[CH2:27][OH:28])([OH:22])[CH2:20][CH2:19][C:18]2=[CH:17][C:16]2[N:15]([C:34]4[CH:39]=[CH:38][C:37]([F:40])=[CH:36][CH:35]=4)[N:14]=[CH:13][C:12]=2[CH2:11]3)[CH2:8][CH2:9]1.